This data is from Forward reaction prediction with 1.9M reactions from USPTO patents (1976-2016). The task is: Predict the product of the given reaction. (1) Given the reactants [C:1]([O:5][C:6](=[O:24])[NH:7][CH2:8][CH2:9][CH2:10][CH2:11][C@H:12]([NH2:23])[C:13](=[O:22])[NH:14][CH2:15][C:16]1[CH:21]=[CH:20][CH:19]=[CH:18][N:17]=1)([CH3:4])([CH3:3])[CH3:2].C(OC(NCCCC[C@H](NC(=O)OCC1C=CC=CC=1)C(=O)NCC1C=CC=CN=1)=O)(C)(C)C.[N:59]1[C:68]2[C:67](=O)[CH2:66][CH2:65][CH2:64][C:63]=2[CH:62]=[CH:61][CH:60]=1.[BH4-].[Na+], predict the reaction product. The product is: [O:22]=[C:13]([NH:14][CH2:15][C:16]1[CH:21]=[CH:20][CH:19]=[CH:18][N:17]=1)[C@@H:12]([NH:23][CH:67]1[C:68]2[N:59]=[CH:60][CH:61]=[CH:62][C:63]=2[CH2:64][CH2:65][CH2:66]1)[CH2:11][CH2:10][CH2:9][CH2:8][NH:7][C:6](=[O:24])[O:5][C:1]([CH3:4])([CH3:2])[CH3:3]. (2) The product is: [CH3:19][O:18][C:15]1[CH:14]=[CH:13][C:12]([C@@H:10]2[C@@H:9]([O:20][CH2:21][C:22]3[CH:23]=[CH:24][C:25]4[O:30][CH2:29][CH2:28][N:27]([CH2:31][CH2:32][CH2:33][O:34][CH3:35])[C:26]=4[CH:36]=3)[CH2:8][N:7]([S:37]([C:40]3[CH:45]=[CH:44][C:43]([CH3:46])=[CH:42][CH:41]=3)(=[O:38])=[O:39])[C@H:6]([CH2:4][OH:3])[CH2:11]2)=[CH:17][CH:16]=1. Given the reactants C([O:3][C:4]([C@@H:6]1[CH2:11][C@H:10]([C:12]2[CH:17]=[CH:16][C:15]([O:18][CH3:19])=[CH:14][CH:13]=2)[C@@H:9]([O:20][CH2:21][C:22]2[CH:23]=[CH:24][C:25]3[O:30][CH2:29][CH2:28][N:27]([CH2:31][CH2:32][CH2:33][O:34][CH3:35])[C:26]=3[CH:36]=2)[CH2:8][N:7]1[S:37]([C:40]1[CH:45]=[CH:44][C:43]([CH3:46])=[CH:42][CH:41]=1)(=[O:39])=[O:38])=O)C.[H-].[Al+3].[Li+].[H-].[H-].[H-], predict the reaction product. (3) Given the reactants [O:1]=[S:2]1(=[O:34])[CH2:6][CH2:5][CH2:4][N:3]1[CH2:7][CH2:8][N:9]1[C:18]2[C:13](=[N:14][CH:15]=[C:16]([CH2:19][C:20]3[CH:25]=[CH:24][C:23]([F:26])=[CH:22][CH:21]=3)[CH:17]=2)[C:12]([OH:27])=[C:11]([C:28](OCC)=[O:29])[C:10]1=[O:33].[CH3:35][O:36][CH2:37][CH2:38][NH2:39], predict the reaction product. The product is: [O:34]=[S:2]1(=[O:1])[CH2:6][CH2:5][CH2:4][N:3]1[CH2:7][CH2:8][N:9]1[C:18]2[C:13](=[N:14][CH:15]=[C:16]([CH2:19][C:20]3[CH:25]=[CH:24][C:23]([F:26])=[CH:22][CH:21]=3)[CH:17]=2)[C:12]([OH:27])=[C:11]([C:28]([NH:39][CH2:38][CH2:37][O:36][CH3:35])=[O:29])[C:10]1=[O:33]. (4) Given the reactants [O:1]1[CH2:6][CH2:5][N:4]([CH2:7][CH2:8][O:9][C:10]2[CH:15]=[CH:14][CH:13]=[CH:12][C:11]=2[NH:16][C:17]2[O:18][CH2:19][C:20](=[O:27])[C:21]=2[C:22]([O:24][CH2:25][CH3:26])=[O:23])[CH2:3][CH2:2]1.[NH:28]1[C:36]2[C:31](=[CH:32][CH:33]=[CH:34][N:35]=2)[C:30]([CH:37]=O)=[CH:29]1.[OH-].[Na+], predict the reaction product. The product is: [NH:28]1[C:36]2=[N:35][CH:34]=[CH:33][CH:32]=[C:31]2[C:30]([CH:37]=[C:19]2[O:18][C:17]([NH:16][C:11]3[CH:12]=[CH:13][CH:14]=[CH:15][C:10]=3[O:9][CH2:8][CH2:7][N:4]3[CH2:5][CH2:6][O:1][CH2:2][CH2:3]3)=[C:21]([C:22]([O:24][CH2:25][CH3:26])=[O:23])[C:20]2=[O:27])=[CH:29]1. (5) Given the reactants [C:1]([O-:4])([O-:3])=O.[C:5]([O-:8])([O-])=[O:6].OO.OO.OO.[Na+].[Na+].[Na+].[Na+].[F:19][S:20]([C:23](C(F)=O)([F:25])[F:24])(=[O:22])=[O:21], predict the reaction product. The product is: [F:25][C:23]([F:24])([S:20]([F:19])(=[O:21])=[O:22])[C:1]([O:4][O:8][C:5](=[O:6])[C:23]([F:25])([F:24])[S:20]([F:19])(=[O:22])=[O:21])=[O:3].